Dataset: Reaction yield outcomes from USPTO patents with 853,638 reactions. Task: Predict the reaction yield, written as a fraction of the theoretical maximum amount of product (1.0 means a 100% yield; for example, 0.34 means a 34% yield). (1) The reactants are [CH2:1]([NH:3][C:4]1[C:9]([NH2:10])=[CH:8][CH:7]=[CH:6][N:5]=1)[CH3:2].I[C:12]1[CH:17]=[CH:16][CH:15]=[CH:14][CH:13]=1.CC([O-])(C)C.[Na+]. The catalyst is C1(C)C=CC=CC=1.C1C=CC(/C=C/C(/C=C/C2C=CC=CC=2)=O)=CC=1.C1C=CC(/C=C/C(/C=C/C2C=CC=CC=2)=O)=CC=1.C1C=CC(/C=C/C(/C=C/C2C=CC=CC=2)=O)=CC=1.[Pd].[Pd].C1(P(C2C=CC=CC=2)C2C=CC=C3C=2C(C2C4C(=CC=CC=4P(C4C=CC=CC=4)C4C=CC=CC=4)C=CC=2)=CC=C3)C=CC=CC=1. The product is [CH2:1]([NH:3][C:4]1[C:9]([NH:10][C:12]2[CH:17]=[CH:16][CH:15]=[CH:14][CH:13]=2)=[CH:8][CH:7]=[CH:6][N:5]=1)[CH3:2]. The yield is 0.340. (2) The yield is 0.700. The product is [Cl:23][C:10]1[CH:11]=[C:2]([NH:1][CH2:40][C:38]2[N:37]=[N:36][N:35]([CH2:34][CH2:33][N:27]3[CH2:32][CH2:31][CH2:30][CH2:29][CH2:28]3)[CH:39]=2)[CH:3]=[C:4]2[C:9]=1[N:8]=[CH:7][C:6]([C:12]#[N:13])=[C:5]2[NH:14][C:15]1[CH:20]=[CH:19][C:18]([F:21])=[C:17]([Cl:22])[CH:16]=1. The reactants are [NH2:1][C:2]1[CH:3]=[C:4]2[C:9](=[CH:10][CH:11]=1)[N:8]=[CH:7][C:6]([C:12]#[N:13])=[C:5]2[NH:14][C:15]1[CH:20]=[CH:19][C:18]([F:21])=[C:17]([Cl:22])[CH:16]=1.[Cl:23]C(Cl)C.[N:27]1([CH2:33][CH2:34][N:35]2[CH:39]=[C:38]([CH:40]=O)[N:37]=[N:36]2)[CH2:32][CH2:31][CH2:30][CH2:29][CH2:28]1.C(O[BH-](OC(=O)C)OC(=O)C)(=O)C.[Na+]. No catalyst specified.